From a dataset of Retrosynthesis with 50K atom-mapped reactions and 10 reaction types from USPTO. Predict the reactants needed to synthesize the given product. (1) Given the product Cc1cc([N+](=O)[O-])cc(C)c1Oc1ccc2[nH]cc(C(C)C)c2c1, predict the reactants needed to synthesize it. The reactants are: CC(C)c1c[nH]c2ccc(O)cc12.Cc1cc([N+](=O)[O-])cc(C)c1F. (2) Given the product CNC(=O)C(c1ccccc1)N1CCCC(Nc2ccc3[nH]ncc3c2)C1, predict the reactants needed to synthesize it. The reactants are: CN.O=C(O)C(c1ccccc1)N1CCCC(Nc2ccc3[nH]ncc3c2)C1. (3) Given the product O=C(O)CCNS(=O)(=O)c1ccccc1, predict the reactants needed to synthesize it. The reactants are: CCOC(=O)CCNS(=O)(=O)c1ccccc1.